From a dataset of Catalyst prediction with 721,799 reactions and 888 catalyst types from USPTO. Predict which catalyst facilitates the given reaction. (1) Reactant: FC(F)(F)C([N:5]1[CH:10]2[CH2:11][CH2:12][CH:6]1[CH2:7][CH:8]([C:13]1[N:18]3[N:19]=[C:20]([C:23]4[CH:28]=[CH:27][N:26]=[CH:25][CH:24]=4)[C:21]([I:22])=[C:17]3[N:16]=[CH:15][CH:14]=1)[CH2:9]2)=O.C(=O)([O-])[O-].[K+].[K+].CO. Product: [CH:6]12[NH:5][CH:10]([CH2:11][CH2:12]1)[CH2:9][CH:8]([C:13]1[N:18]3[N:19]=[C:20]([C:23]4[CH:24]=[CH:25][N:26]=[CH:27][CH:28]=4)[C:21]([I:22])=[C:17]3[N:16]=[CH:15][CH:14]=1)[CH2:7]2. The catalyst class is: 6. (2) Reactant: [CH3:1][N:2]1[CH:6]=[CH:5][N:4]=[C:3]1[C:7]1[CH:16]=[CH:15][C:14]2[C:9](=[C:10]([C:17]3[CH:22]=[CH:21][C:20]([C:23]4[CH:24]=[N:25][N:26]([CH3:28])[CH:27]=4)=[CH:19][CH:18]=3)[CH:11]=[N:12][CH:13]=2)[N:8]=1.ClC1C=C(C=CC=1)C(OO)=[O:34].[OH-].[Na+]. Product: [CH3:1][N:2]1[CH:6]=[CH:5][N:4]=[C:3]1[C:7]1[CH:16]=[CH:15][C:14]2[C:9](=[C:10]([C:17]3[CH:18]=[CH:19][C:20]([C:23]4[CH:24]=[N:25][N:26]([CH3:28])[CH:27]=4)=[CH:21][CH:22]=3)[CH:11]=[N+:12]([O-:34])[CH:13]=2)[N:8]=1. The catalyst class is: 4. (3) Reactant: Cl.[CH:2]1[C:11]2[C:5]([CH:6]=[CH:7][CH:8]=[CH:9][CH:10]=2)=[CH:4][C:3]=1[CH2:12][C:13]1[C:14]([O:44][CH3:45])=[CH:15][C:16]([O:42][CH3:43])=[C:17]([C@@H:19]2[O:36][C@H:35]([CH2:37][O:38]COC)[C@@H:30]([O:31]COC)[C@H:25]([O:26]COC)[C@H:20]2[O:21]COC)[CH:18]=1.O. Product: [CH:2]1[C:11]2[C:5]([CH:6]=[CH:7][CH:8]=[CH:9][CH:10]=2)=[CH:4][C:3]=1[CH2:12][C:13]1[C:14]([O:44][CH3:45])=[CH:15][C:16]([O:42][CH3:43])=[C:17]([C@@H:19]2[O:36][C@H:35]([CH2:37][OH:38])[C@@H:30]([OH:31])[C@H:25]([OH:26])[C@H:20]2[OH:21])[CH:18]=1. The catalyst class is: 5. (4) Reactant: [NH2:1][C:2]1[N:3]([CH3:8])[O:4][C:5](=[O:7])[CH:6]=1.[Br:9][C:10]1[CH:11]=[C:12]([CH:15]=[CH:16][C:17]=1[F:18])[CH:13]=O.[O:19]1[CH2:24][C:23](=O)[CH2:22][C:21](=[O:26])[CH2:20]1. The catalyst class is: 8. Product: [Br:9][C:10]1[CH:11]=[C:12]([CH:13]2[C:22]3[C:21](=[O:26])[CH2:20][O:19][CH2:24][C:23]=3[NH:1][C:2]3[N:3]([CH3:8])[O:4][C:5](=[O:7])[C:6]2=3)[CH:15]=[CH:16][C:17]=1[F:18]. (5) Product: [NH2:1][C:2]1[C:3]2[C:10]([C:11]([NH2:13])=[O:12])=[CH:9][N:8]([C@H:14]3[C@@H:15]([N:37]=[N+:38]=[N-:39])[C@H:16]([OH:17])[C@@H:23]([CH2:22][OH:21])[O:24]3)[C:4]=2[N:5]=[CH:6][N:7]=1. Reactant: [NH2:1][C:2]1[C:3]2[C:10]([C:11]([NH2:13])=[O:12])=[CH:9][N:8]([C@@H:14]3[O:24][C@H:23]4[C@@H:16]([O:17][Si](C(C)C)(C(C)C)O[Si](C(C)C)(C(C)C)[O:21][CH2:22]4)[C@@H:15]3[N:37]=[N+:38]=[N-:39])[C:4]=2[N:5]=[CH:6][N:7]=1.CCCC[N+](CCCC)(CCCC)CCCC.[F-]. The catalyst class is: 1. (6) Reactant: B([C:4]1[CH:15]=[C:14]([Cl:16])[CH:13]=[CH:12][C:5]=1[O:6][C@@H:7]([CH3:11])[C:8]([OH:10])=[O:9])(O)O.C(=O)([O-])[O-].[Na+].[Na+].Br[C:24]1[CH:29]=[CH:28][C:27]([S:30]([N:33]2[CH2:38][CH2:37][O:36][CH2:35][CH2:34]2)(=[O:32])=[O:31])=[CH:26][CH:25]=1. Product: [Cl:16][C:14]1[CH:13]=[CH:12][C:5]([O:6][C@@H:7]([CH3:11])[C:8]([OH:10])=[O:9])=[C:4]([C:24]2[CH:29]=[CH:28][C:27]([S:30]([N:33]3[CH2:34][CH2:35][O:36][CH2:37][CH2:38]3)(=[O:31])=[O:32])=[CH:26][CH:25]=2)[CH:15]=1. The catalyst class is: 75. (7) Reactant: [CH2:1]([O:3][C:4]([C:6]1([CH2:10][NH2:11])[CH2:9][CH2:8][CH2:7]1)=[O:5])[CH3:2].C(N(CC)CC)C.CC(C(Cl)=O)[C:21](Cl)=[O:22].[C:27]([O:30][CH2:31]C)(=[O:29])[CH3:28]. Product: [CH2:1]([O:3][C:4]([C:6]1([CH2:10][NH:11][C:21](=[O:22])[CH2:28][C:27]([O:30][CH3:31])=[O:29])[CH2:9][CH2:8][CH2:7]1)=[O:5])[CH3:2]. The catalyst class is: 4.